Dataset: Full USPTO retrosynthesis dataset with 1.9M reactions from patents (1976-2016). Task: Predict the reactants needed to synthesize the given product. (1) Given the product [CH2:1]([C:3]1[C:8]([CH2:9][NH2:10])=[CH:7][N:6]=[CH:5][N:4]=1)[CH3:2], predict the reactants needed to synthesize it. The reactants are: [CH2:1]([C:3]1[C:8]([C:9]#[N:10])=[CH:7][N:6]=[CH:5][N:4]=1)[CH3:2].[OH-].[NH4+]. (2) Given the product [F:7][C:8]([F:17])([F:18])[C:9]1([CH2:14][OH:15])[CH2:13][CH2:12][CH2:11][CH2:10]1, predict the reactants needed to synthesize it. The reactants are: [H-].[Al+3].[Li+].[H-].[H-].[H-].[F:7][C:8]([F:18])([F:17])[C:9]1([C:14](O)=[O:15])[CH2:13][CH2:12][CH2:11][CH2:10]1.O.[OH-].[Na+]. (3) The reactants are: Br[C:2]1[CH:11]=[C:10]2[C:5]([CH:6]=[CH:7][C:8](=[O:20])[N:9]2[C:12]2[C:17]([Cl:18])=[CH:16][CH:15]=[CH:14][C:13]=2[Cl:19])=[C:4]([C:21]2[CH:26]=[CH:25][CH:24]=[CH:23][C:22]=2[Cl:27])[N:3]=1.C([O-])(=O)C.C([O-])(=O)C.[C:36]([O:40][CH2:41][CH:42]1[CH2:47][NH2+:46][CH2:45][CH2:44][NH2+:43]1)([CH3:39])([CH3:38])[CH3:37]. Given the product [C:36]([O:40][CH2:41][CH:42]1[NH:43][CH2:44][CH2:45][N:46]([C:2]2[CH:11]=[C:10]3[C:5]([CH:6]=[CH:7][C:8](=[O:20])[N:9]3[C:12]3[C:17]([Cl:18])=[CH:16][CH:15]=[CH:14][C:13]=3[Cl:19])=[C:4]([C:21]3[CH:26]=[CH:25][CH:24]=[CH:23][C:22]=3[Cl:27])[N:3]=2)[CH2:47]1)([CH3:39])([CH3:37])[CH3:38], predict the reactants needed to synthesize it. (4) Given the product [F:25][C:8]1[C:9]([CH:16]2[CH2:21][O:23]2)=[CH:2][C:3]([C:4]#[N:5])=[C:6]([O:12][CH3:13])[CH:7]=1, predict the reactants needed to synthesize it. The reactants are: F[C:2]1[CH:9]=[C:8](C=C)[CH:7]=[C:6]([O:12][CH3:13])[C:3]=1[C:4]#[N:5].C1C=C(Cl)C=[C:16]([C:21]([O:23]O)=O)C=1.[F:25]C1C(C2CO2)=CC(OC)=C(C=1)C#N. (5) Given the product [OH:34][C:23]1([CH:3]2[N:4]([CH2:16][C:17]3[CH:22]=[CH:21][CH:20]=[CH:19][CH:18]=3)[C:5](=[O:15])[CH2:6][N:7]([CH2:8][C:9]3[CH:14]=[CH:13][CH:12]=[CH:11][CH:10]=3)[C:2]2=[O:1])[CH2:26][NH:25][CH2:24]1, predict the reactants needed to synthesize it. The reactants are: [O:1]=[C:2]1[N:7]([CH2:8][C:9]2[CH:14]=[CH:13][CH:12]=[CH:11][CH:10]=2)[CH2:6][C:5](=[O:15])[N:4]([CH2:16][C:17]2[CH:22]=[CH:21][CH:20]=[CH:19][CH:18]=2)[CH:3]1[C:23]1([OH:34])[CH2:26][N:25](C(OC(C)(C)C)=O)[CH2:24]1.Cl.O1CCOCC1. (6) Given the product [CH3:14][C:13]([SH:15])([CH3:16])[CH2:12][NH:11][CH2:6][C:5]1[CH:8]=[CH:9][C:2]([OH:1])=[CH:3][CH:4]=1, predict the reactants needed to synthesize it. The reactants are: [OH:1][C:2]1[CH:9]=[CH:8][C:5]([CH:6]=O)=[CH:4][CH:3]=1.Cl.[NH2:11][CH2:12][C:13]([CH3:16])([SH:15])[CH3:14].C([O-])([O-])=O.[K+].[K+].[O-]S([O-])(=O)=O.[Mg+2].